From a dataset of Forward reaction prediction with 1.9M reactions from USPTO patents (1976-2016). Predict the product of the given reaction. (1) Given the reactants [CH2:1]([C:5]1[CH:12]=[CH:11][C:8]([CH2:9][NH2:10])=[CH:7][CH:6]=1)[CH2:2][CH2:3][CH3:4].Cl.O1CCOCC1.[CH3:20][O:21][C:22](=[O:32])[CH2:23][C:24]1[CH:29]=[CH:28][CH:27]=[C:26]([CH:30]=O)[CH:25]=1.[BH3-]C#N.[Na+], predict the reaction product. The product is: [CH3:20][O:21][C:22](=[O:32])[CH2:23][C:24]1[CH:29]=[CH:28][CH:27]=[C:26]([CH2:30][NH:10][CH2:9][C:8]2[CH:7]=[CH:6][C:5]([CH2:1][CH2:2][CH2:3][CH3:4])=[CH:12][CH:11]=2)[CH:25]=1. (2) Given the reactants [CH2:1]([O:8][C:9](=[O:14])[C@H:10]([CH2:12][OH:13])[NH2:11])[C:2]1[CH:7]=[CH:6][CH:5]=[CH:4][CH:3]=1.[C:15]([O:28][C@H:29]([CH2:34][CH2:35][CH2:36][CH2:37][CH2:38][CH2:39][CH2:40][CH2:41][CH2:42][CH2:43][CH3:44])[CH2:30][C:31](O)=[O:32])(=[O:27])[CH2:16][CH2:17][CH2:18][CH2:19][CH2:20][CH2:21][CH2:22][CH2:23][CH2:24][CH2:25][CH3:26].C(Cl)CCl.CI, predict the reaction product. The product is: [CH2:1]([O:8][C:9](=[O:14])[C@H:10]([CH2:12][OH:13])[NH:11][C:31](=[O:32])[CH2:30][C@H:29]([O:28][C:15](=[O:27])[CH2:16][CH2:17][CH2:18][CH2:19][CH2:20][CH2:21][CH2:22][CH2:23][CH2:24][CH2:25][CH3:26])[CH2:34][CH2:35][CH2:36][CH2:37][CH2:38][CH2:39][CH2:40][CH2:41][CH2:42][CH2:43][CH3:44])[C:2]1[CH:7]=[CH:6][CH:5]=[CH:4][CH:3]=1.